Predict the reactants needed to synthesize the given product. From a dataset of Full USPTO retrosynthesis dataset with 1.9M reactions from patents (1976-2016). (1) Given the product [Cl:30][C:31]1[CH:36]=[C:35]([N:3]2[N:2]=[N:1][C:5]([CH:6]3[CH2:11][O:10][CH2:9][CH2:8][N:7]3[C:12]([O:14][C:15]([CH3:18])([CH3:17])[CH3:16])=[O:13])=[N:4]2)[CH:34]=[CH:33][CH:32]=1, predict the reactants needed to synthesize it. The reactants are: [N:1]1[NH:2][N:3]=[N:4][C:5]=1[CH:6]1[CH2:11][O:10][CH2:9][CH2:8][N:7]1[C:12]([O:14][C:15]([CH3:18])([CH3:17])[CH3:16])=[O:13].CC(C)([O-])C.[Na+].F[B-](F)(F)F.[Cl:30][C:31]1[CH:32]=[C:33]([I+][C:33]2[CH:34]=[CH:35][CH:36]=[C:31]([Cl:30])[CH:32]=2)[CH:34]=[CH:35][CH:36]=1. (2) The reactants are: [Cl:1][C:2]1[CH:7]=[CH:6][C:5]([CH2:8][CH2:9][C:10]([NH:12][CH2:13][CH:14]2[CH2:41][CH2:40][C:17]3[N:18](C(C4C=CC=CC=4)(C4C=CC=CC=4)C4C=CC=CC=4)[CH:19]=[N:20][C:16]=3[CH2:15]2)=[O:11])=[CH:4][CH:3]=1. Given the product [Cl:1][C:2]1[CH:3]=[CH:4][C:5]([CH2:8][CH2:9][C:10]([NH:12][CH2:13][CH:14]2[CH2:41][CH2:40][C:17]3[NH:18][CH:19]=[N:20][C:16]=3[CH2:15]2)=[O:11])=[CH:6][CH:7]=1, predict the reactants needed to synthesize it. (3) Given the product [C:1]1([C:25]2[CH:30]=[CH:29][CH:28]=[CH:27][CH:26]=2)[CH:6]=[CH:5][C:4]([CH2:7][C@@H:8]([NH:17][C:18]([C:20]2[NH:21][N:22]=[N:23][CH:24]=2)=[O:19])[CH2:9][C@@H:10]([CH2:14][C:15](=[O:34])[NH2:16])[C:11]([OH:13])=[O:12])=[CH:3][CH:2]=1, predict the reactants needed to synthesize it. The reactants are: [C:1]1([C:25]2[CH:30]=[CH:29][CH:28]=[CH:27][CH:26]=2)[CH:6]=[CH:5][C:4]([CH2:7][C@@H:8]([NH:17][C:18]([C:20]2[NH:21][N:22]=[N:23][CH:24]=2)=[O:19])[CH2:9][C@@H:10]([CH2:14][C:15]#[N:16])[C:11]([OH:13])=[O:12])=[CH:3][CH:2]=1.OO.C([O-])([O-])=[O:34].[K+].[K+]. (4) Given the product [Cl:1][C:2]1[CH:52]=[CH:51][CH:50]=[CH:49][C:3]=1[O:4][CH2:5][CH2:6][CH2:7][O:8][C:9]1[CH:10]=[CH:11][C:12]([CH:15]2[CH:20]([O:21][CH2:22][C:23]3[CH:24]=[CH:25][C:26]4[O:31][CH2:30][CH2:29][N:28]([CH2:32][CH2:33][CH2:34][O:35][CH3:36])[C:27]=4[CH:37]=3)[CH2:19][NH:18][CH2:17][CH:16]2[OH:48])=[CH:13][CH:14]=1, predict the reactants needed to synthesize it. The reactants are: [Cl:1][C:2]1[CH:52]=[CH:51][CH:50]=[CH:49][C:3]=1[O:4][CH2:5][CH2:6][CH2:7][O:8][C:9]1[CH:14]=[CH:13][C:12]([CH:15]2[CH:20]([O:21][CH2:22][C:23]3[CH:24]=[CH:25][C:26]4[O:31][CH2:30][CH2:29][N:28]([CH2:32][CH2:33][CH2:34][O:35][CH3:36])[C:27]=4[CH:37]=3)[CH2:19][N:18](C(OCC3C=CC=CC=3)=O)[CH2:17][CH:16]2[OH:48])=[CH:11][CH:10]=1.CO.[OH-].[K+]. (5) Given the product [F:1][C:2]1[CH:3]=[C:4]([C:8]2[N:9]=[CH:10][CH:11]=[CH:15][C:16]=2[C:20]([NH:50][CH:51]2[CH2:52][N:53]([C:55]([O:57][C:58]([CH3:61])([CH3:60])[CH3:59])=[O:56])[CH2:54]2)=[O:24])[CH:5]=[CH:6][CH:7]=1, predict the reactants needed to synthesize it. The reactants are: [F:1][C:2]1[CH:3]=[C:4]([C:8]2[CH:16]=[CH:15][C:11](C(O)=O)=[CH:10][N:9]=2)[CH:5]=[CH:6][CH:7]=1.CN([C:20]([O:24]N1N=NC2C=CC=CC1=2)=[N+](C)C)C.F[P-](F)(F)(F)(F)F.CCN(C(C)C)C(C)C.[NH2:50][CH:51]1[CH2:54][N:53]([C:55]([O:57][C:58]([CH3:61])([CH3:60])[CH3:59])=[O:56])[CH2:52]1.